Dataset: Reaction yield outcomes from USPTO patents with 853,638 reactions. Task: Predict the reaction yield, written as a fraction of the theoretical maximum amount of product (1.0 means a 100% yield; for example, 0.34 means a 34% yield). (1) The reactants are [CH:1]([C:4]1[N:5]=[C:6]([C:9]2[CH:18]=[C:17]([O:19][CH:20]3[CH2:37][CH:36]4[CH:22]([C:23](=[O:43])[N:24]([CH3:42])[CH2:25][CH2:26][CH2:27][CH2:28][CH:29]=[CH:30][CH:31]5[C:33]([C:39](O)=[O:40])([NH:34][C:35]4=[O:38])[CH2:32]5)[CH2:21]3)[C:16]3[C:11](=[C:12]([CH3:46])[C:13]([O:44][CH3:45])=[CH:14][CH:15]=3)[N:10]=2)[S:7][CH:8]=1)([CH3:3])[CH3:2].C(N1C=CN=C1)(N1C=CN=C1)=O.[CH3:59][C:60]1([S:63]([NH2:66])(=[O:65])=[O:64])[CH2:62][CH2:61]1.C1CCN2C(=NCCC2)CC1. The catalyst is C1COCC1. The product is [CH:1]([C:4]1[N:5]=[C:6]([C:9]2[CH:18]=[C:17]([O:19][CH:20]3[CH2:37][CH:36]4[CH:22]([C:23](=[O:43])[N:24]([CH3:42])[CH2:25][CH2:26][CH2:27][CH2:28][CH:29]=[CH:30][CH:31]5[C:33]([C:39]([NH:66][S:63]([C:60]6([CH3:59])[CH2:62][CH2:61]6)(=[O:65])=[O:64])=[O:40])([NH:34][C:35]4=[O:38])[CH2:32]5)[CH2:21]3)[C:16]3[C:11](=[C:12]([CH3:46])[C:13]([O:44][CH3:45])=[CH:14][CH:15]=3)[N:10]=2)[S:7][CH:8]=1)([CH3:3])[CH3:2]. The yield is 0.580. (2) The reactants are Br[CH2:2][C@H:3]1[CH2:8][CH2:7][C@H:6]([N:9]2[C:14]3[C:15]4[CH:21]=[CH:20][N:19]([CH2:22][O:23][CH2:24][CH2:25][Si:26]([CH3:29])([CH3:28])[CH3:27])[C:16]=4[N:17]=[CH:18][C:13]=3[C:12](=[O:30])[N:11]([CH3:31])[CH2:10]2)[CH2:5][CH2:4]1.C1(P(C2C=CC=CC=2)C2C=CC=CC=2)C=CC=CC=1.C[Si]([N:55]=[N+]=[N-])(C)C.[F-].C([N+](CCCC)(CCCC)CCCC)CCC. The catalyst is O1CCCC1.CO.[C].[Pd].O. The product is [NH2:55][CH2:2][C@H:3]1[CH2:8][CH2:7][C@H:6]([N:9]2[C:14]3[C:15]4[CH:21]=[CH:20][N:19]([CH2:22][O:23][CH2:24][CH2:25][Si:26]([CH3:29])([CH3:28])[CH3:27])[C:16]=4[N:17]=[CH:18][C:13]=3[C:12](=[O:30])[N:11]([CH3:31])[CH2:10]2)[CH2:5][CH2:4]1. The yield is 0.530. (3) The reactants are C([O:5][C:6](=[O:22])[C@H:7]([CH2:17][CH2:18][CH2:19][CH2:20][CH3:21])[C@H:8]([O:15][CH3:16])[CH2:9][CH2:10][CH2:11][CH2:12][CH2:13][CH3:14])(C)(C)C.O([Si](C)(C)C)S(C(F)(F)F)(=O)=O.C(=O)(O)[O-].[Na+]. The catalyst is ClCCl. The product is [CH3:16][O:15][C@H:8]([CH2:9][CH2:10][CH2:11][CH2:12][CH2:13][CH3:14])[C@@H:7]([CH2:17][CH2:18][CH2:19][CH2:20][CH3:21])[C:6]([OH:22])=[O:5]. The yield is 0.920. (4) The catalyst is [OH-].[Pd+2].[OH-].[C].C(N(CC)CC)C. The reactants are [CH2:1]([O:3][C:4]1[C:5]([F:17])=[C:6]([C:15]#[N:16])[C:7](=[CH:10][C:11]=1[O:12][CH2:13][CH3:14])[C:8]#[N:9])[CH3:2].[S:18](=[O:22])(=[O:21])([OH:20])[OH:19].COCCOC. The yield is 0.760. The product is [S:18]([OH:22])([OH:21])(=[O:20])=[O:19].[NH2:9][CH2:8][C:7]1[C:6]([C:15]#[N:16])=[C:5]([F:17])[C:4]([O:3][CH2:1][CH3:2])=[C:11]([O:12][CH2:13][CH3:14])[CH:10]=1. (5) The reactants are [Cl:1][C:2]1[C:10]2[O:9][CH2:8][CH:7]([OH:11])[C:6]=2[C:5]([CH:12]2[C@H:17]([O:18][CH2:19][C:20]3[CH:25]=[CH:24][CH:23]=[CH:22][CH:21]=3)[C@@H:16]([O:26][CH2:27][C:28]3[CH:33]=[CH:32][CH:31]=[CH:30][CH:29]=3)[C@H:15]([O:34][CH2:35][C:36]3[CH:41]=[CH:40][CH:39]=[CH:38][CH:37]=3)[C@@H:14]([CH2:42][O:43][CH2:44][C:45]3[CH:50]=[CH:49][CH:48]=[CH:47][CH:46]=3)[O:13]2)=[CH:4][C:3]=1[CH2:51][C:52]1[CH:57]=[CH:56][C:55]([O:58][CH2:59][CH3:60])=[CH:54][CH:53]=1.I[CH3:62].[H-].[Na+]. The catalyst is CN(C=O)C.C([O-])(O)=O.[Na+]. The product is [Cl:1][C:2]1[C:10]2[O:9][CH2:8][CH:7]([O:11][CH3:62])[C:6]=2[C:5]([CH:12]2[C@H:17]([O:18][CH2:19][C:20]3[CH:25]=[CH:24][CH:23]=[CH:22][CH:21]=3)[C@@H:16]([O:26][CH2:27][C:28]3[CH:33]=[CH:32][CH:31]=[CH:30][CH:29]=3)[C@H:15]([O:34][CH2:35][C:36]3[CH:41]=[CH:40][CH:39]=[CH:38][CH:37]=3)[C@@H:14]([CH2:42][O:43][CH2:44][C:45]3[CH:46]=[CH:47][CH:48]=[CH:49][CH:50]=3)[O:13]2)=[CH:4][C:3]=1[CH2:51][C:52]1[CH:57]=[CH:56][C:55]([O:58][CH2:59][CH3:60])=[CH:54][CH:53]=1. The yield is 0.900.